From a dataset of Reaction yield outcomes from USPTO patents with 853,638 reactions. Predict the reaction yield, written as a fraction of the theoretical maximum amount of product (1.0 means a 100% yield; for example, 0.34 means a 34% yield). The reactants are [NH2:1][C:2]1[CH:6]=[C:5]([CH:7]2[CH2:9][CH2:8]2)[NH:4][N:3]=1.C(N(C(C)C)CC)(C)C.[Cl:19][C:20]1[N:21]=[C:22](Cl)[C:23]2[CH:29]=[CH:28][CH:27]=[N:26][C:24]=2[N:25]=1. The catalyst is CCO. The product is [Cl:19][C:20]1[N:21]=[C:22]([NH:1][C:2]2[NH:3][N:4]=[C:5]([CH:7]3[CH2:9][CH2:8]3)[CH:6]=2)[C:23]2[CH:29]=[CH:28][CH:27]=[N:26][C:24]=2[N:25]=1. The yield is 0.460.